The task is: Regression. Given two drug SMILES strings and cell line genomic features, predict the synergy score measuring deviation from expected non-interaction effect.. This data is from NCI-60 drug combinations with 297,098 pairs across 59 cell lines. Drug 1: C1=CC(=CC=C1CCCC(=O)O)N(CCCl)CCCl. Drug 2: CN1C2=C(C=C(C=C2)N(CCCl)CCCl)N=C1CCCC(=O)O.Cl. Cell line: U251. Synergy scores: CSS=38.3, Synergy_ZIP=-4.78, Synergy_Bliss=-7.81, Synergy_Loewe=-8.57, Synergy_HSA=-5.11.